Dataset: Forward reaction prediction with 1.9M reactions from USPTO patents (1976-2016). Task: Predict the product of the given reaction. Given the reactants Cl.Cl[CH2:3][C:4]1[N:13]=[C:12]([NH:14][CH2:15][C:16]2[CH:21]=[CH:20][C:19]([O:22][CH3:23])=[CH:18][CH:17]=2)[C:11]2[C:6](=[CH:7][CH:8]=[CH:9][CH:10]=2)[N:5]=1.C([O-])([O-])=O.[K+].[K+].[C:30]1(=[O:40])[NH:34][C:33](=[O:35])[C:32]2=[CH:36][CH:37]=[CH:38][CH:39]=[C:31]12.[K], predict the reaction product. The product is: [CH3:23][O:22][C:19]1[CH:20]=[CH:21][C:16]([CH2:15][NH:14][C:12]2[C:11]3[C:6](=[CH:7][CH:8]=[CH:9][CH:10]=3)[N:5]=[C:4]([CH2:3][N:34]3[C:30](=[O:40])[C:31]4[C:32](=[CH:36][CH:37]=[CH:38][CH:39]=4)[C:33]3=[O:35])[N:13]=2)=[CH:17][CH:18]=1.